From a dataset of Full USPTO retrosynthesis dataset with 1.9M reactions from patents (1976-2016). Predict the reactants needed to synthesize the given product. (1) Given the product [CH2:23]([C:25]1[CH:26]=[N:27][N:28]([CH2:31][C:32]([OH:34])=[O:33])[C:29]=1[O:12][CH2:11][CH2:10][CH2:9][C:8]1[C:4]([CH2:1][CH2:2][CH3:3])=[N:5][N:6]([C:13]2[CH:18]=[CH:17][C:16]([C:19]([F:21])([F:20])[F:22])=[CH:15][N:14]=2)[CH:7]=1)[CH3:24], predict the reactants needed to synthesize it. The reactants are: [CH2:1]([C:4]1[C:8]([CH2:9][CH2:10][CH2:11][OH:12])=[CH:7][N:6]([C:13]2[CH:18]=[CH:17][C:16]([C:19]([F:22])([F:21])[F:20])=[CH:15][N:14]=2)[N:5]=1)[CH2:2][CH3:3].[CH2:23]([C:25]1[CH:26]=[N:27][N:28]([CH2:31][C:32]([O:34]CC)=[O:33])[C:29]=1O)[CH3:24].C(P(CCCC)CCCC)CCC.N(C(N1CCCCC1)=O)=NC(N1CCCCC1)=O. (2) Given the product [OH:20][CH:2]([CH2:3][OH:21])[CH2:1][N:4]([C:14]1[CH:19]=[CH:18][CH:17]=[CH:16][CH:15]=1)[C:5]([C:7]1[S:11][N:10]=[C:9]([Cl:12])[C:8]=1[Cl:13])=[O:6], predict the reactants needed to synthesize it. The reactants are: [CH2:1]([N:4]([C:14]1[CH:19]=[CH:18][CH:17]=[CH:16][CH:15]=1)[C:5]([C:7]1[S:11][N:10]=[C:9]([Cl:12])[C:8]=1[Cl:13])=[O:6])[CH:2]=[CH2:3].[OH2:20].[OH2:21].C[N+]([O-])(C)C.S([O-])([O-])(=O)=S.[Na+].[Na+]. (3) Given the product [CH2:29]([O:8][C:7]1[C:2]([F:1])=[C:3]([C:10]([C:12]2[CH:13]=[C:14]3[C:19](=[CH:20][CH:21]=2)[N:18]=[CH:17][CH:16]=[N:15]3)=[O:11])[C:4]([F:9])=[CH:5][CH:6]=1)[C:30]1[CH:35]=[CH:34][CH:33]=[CH:32][CH:31]=1, predict the reactants needed to synthesize it. The reactants are: [F:1][C:2]1[C:7]([OH:8])=[CH:6][CH:5]=[C:4]([F:9])[C:3]=1[C:10]([C:12]1[CH:13]=[C:14]2[C:19](=[CH:20][CH:21]=1)[N:18]=[CH:17][CH:16]=[N:15]2)=[O:11].C([O-])([O-])=O.[K+].[K+].Br[CH2:29][C:30]1[CH:35]=[CH:34][CH:33]=[CH:32][CH:31]=1. (4) Given the product [C:1]([O:5][C:6]([N:8]1[CH2:13][C@H:12]([CH2:14][N:15]2[CH2:19][CH2:18][CH2:17][C:16]2=[O:20])[N:11]([CH2:21][C:22]([N:39]2[C:33]3[C:34](=[N:35][CH:36]=[C:31]([C:27]([F:30])([F:26])[CH2:28][CH3:29])[CH:32]=3)[C:37]([CH3:40])([CH3:41])[CH2:38]2)=[O:23])[CH2:10][C@H:9]1[CH3:25])=[O:7])([CH3:3])([CH3:4])[CH3:2], predict the reactants needed to synthesize it. The reactants are: [C:1]([O:5][C:6]([N:8]1[CH2:13][C@H:12]([CH2:14][N:15]2[CH2:19][CH2:18][CH2:17][C:16]2=[O:20])[N:11]([CH2:21][C:22](O)=[O:23])[CH2:10][C@H:9]1[CH3:25])=[O:7])([CH3:4])([CH3:3])[CH3:2].[F:26][C:27]([C:31]1[CH:32]=[C:33]2[NH:39][CH2:38][C:37]([CH3:41])([CH3:40])[C:34]2=[N:35][CH:36]=1)([F:30])[CH2:28][CH3:29].C(N(CC)C(C)C)(C)C.F[P-](F)(F)(F)(F)F.N1(OC(N(C)C)=[N+](C)C)C2N=CC=CC=2N=N1.C(=O)(O)[O-].[Na+]. (5) The reactants are: CN1[C:6](=[O:7])[CH2:5][CH2:4][CH2:3]1.[C:8]1([OH:14])[CH:13]=[CH:12][CH:11]=[CH:10][CH:9]=1.Br[C:16]1[CH:17]=[C:18]([N:23]2[C:35]3[CH:34]=[CH:33][CH:32]=[CH:31][C:30]=3[C:29]3[C:24]2=[CH:25][CH:26]=[CH:27][CH:28]=3)[CH:19]=[C:20](Br)[CH:21]=1.C(=O)([O-])[O-].[K+].[K+].[C:42]1(C)C=CC=C[CH:43]=1. Given the product [O:14]([C:16]1[CH:17]=[C:18]([N:23]2[C:35]3[CH:34]=[CH:33][CH:32]=[CH:31][C:30]=3[C:29]3[C:24]2=[CH:25][CH:26]=[CH:27][CH:28]=3)[CH:19]=[C:20]([O:7][C:6]2[CH:43]=[CH:42][CH:3]=[CH:4][CH:5]=2)[CH:21]=1)[C:8]1[CH:13]=[CH:12][CH:11]=[CH:10][CH:9]=1, predict the reactants needed to synthesize it.